From a dataset of Forward reaction prediction with 1.9M reactions from USPTO patents (1976-2016). Predict the product of the given reaction. (1) Given the reactants [CH3:1][C:2]1([CH3:32])[CH2:7][CH2:6][C:5]([C:8]2[C:13]([NH:14][C:15]([C:17]3[N:18](COCC[Si](C)(C)C)[CH:19]=[C:20]([C:22]#[N:23])[N:21]=3)=[O:16])=[CH:12][CH:11]=[CH:10][N:9]=2)=[CH:4][CH2:3]1.[C:33]([OH:39])([C:35]([F:38])([F:37])[F:36])=[O:34], predict the reaction product. The product is: [F:36][C:35]([F:38])([F:37])[C:33]([OH:39])=[O:34].[CH3:1][C:2]1([CH3:32])[CH2:7][CH2:6][C:5]([C:8]2[C:13]([NH:14][C:15]([C:17]3[NH:18][CH:19]=[C:20]([C:22]#[N:23])[N:21]=3)=[O:16])=[CH:12][CH:11]=[CH:10][N:9]=2)=[CH:4][CH2:3]1. (2) Given the reactants [CH3:1][C:2]1([C:7]2[CH:14]=[CH:13][C:10]([C:11]#[N:12])=[CH:9][CH:8]=2)[O:6][CH2:5][CH2:4][O:3]1.[H][H], predict the reaction product. The product is: [CH3:1][C:2]1([C:7]2[CH:14]=[CH:13][C:10]([CH2:11][NH2:12])=[CH:9][CH:8]=2)[O:3][CH2:4][CH2:5][O:6]1.